From a dataset of Catalyst prediction with 721,799 reactions and 888 catalyst types from USPTO. Predict which catalyst facilitates the given reaction. (1) Reactant: Cl.Cl.[NH2:3][CH2:4][C:5]([C:7]1[CH:12]=[CH:11][C:10]([N:13]2[CH2:18][CH2:17][O:16][CH2:15][CH2:14]2)=[CH:9][CH:8]=1)=[O:6].[C:19]([O:23][C:24]([NH:26][C@@H:27]([CH2:31][C:32]1[CH:37]=[CH:36][CH:35]=[CH:34][N:33]=1)[C:28](O)=[O:29])=[O:25])([CH3:22])([CH3:21])[CH3:20].C1(P(N=[N+]=[N-])(C2C=CC=CC=2)=O)C=CC=CC=1.C(N(CC)C(C)C)(C)C. Product: [C:19]([O:23][C:24]([NH:26][C@@H:27]([CH2:31][C:32]1[CH:37]=[CH:36][CH:35]=[CH:34][N:33]=1)[C:28]([NH:3][CH2:4][C:5]([C:7]1[CH:8]=[CH:9][C:10]([N:13]2[CH2:14][CH2:15][O:16][CH2:17][CH2:18]2)=[CH:11][CH:12]=1)=[O:6])=[O:29])=[O:25])([CH3:22])([CH3:20])[CH3:21]. The catalyst class is: 42. (2) Reactant: [CH3:1]O.[OH-].[Na+].Cl.[F:6][CH2:7][CH2:8][N:9](NC)[C:10](=[O:14])[C:11]([OH:13])=[O:12]. Product: [F:6][CH2:7][CH2:8][N:9]([CH3:1])[C:10](=[O:14])[C:11]([OH:13])=[O:12]. The catalyst class is: 6.